From a dataset of Experimentally validated miRNA-target interactions with 360,000+ pairs, plus equal number of negative samples. Binary Classification. Given a miRNA mature sequence and a target amino acid sequence, predict their likelihood of interaction. (1) The miRNA is mmu-miR-326-3p with sequence CCUCUGGGCCCUUCCUCCAGU. The protein sequence of the target gene is MDSVSFEDVAVNFTLEEWALLDSSQKKLYEDVMQETFKNLVCLGKKWEDQDIEDDHRNQGKNRRCHMVERLCESRRGSKCGETTSQMPNVNINKETFTGAKPHECSFCGRDFIHHSSLNRHMRSHTGQKPNEYQEYEKQPCKCKAVGKTFSYHHCFRKHERTHTGVKPYECKQCGKAFIYYQPFQRHERTHAGQKPYECKQCGKTFIYYQSFQKHAHTGKKPYECKQCGKAFICYQSFQRHKRTHTGEKPYECKQCGKAFSCPTYFRTHERTHTGEKPYKCKECGKAFSFLSSFRRHKRT.... Result: 0 (no interaction). (2) The miRNA is mmu-miR-365-3p with sequence UAAUGCCCCUAAAAAUCCUUAU. The protein sequence of the target gene is MMPGQIPDPSVTAGSLPGLGPLTGLPSSALTTEELKYADIRNIGAMIAPLHFLEVKLGKRPQPVKSELDEEEERRKRRREKNKVAAARCRNKKKERTEFLQRESERLELMNAELKTQIEELKLERQQLILMLNRHRPTCIVRTDSVRTPESEGNPLLEQLDKK. Result: 0 (no interaction). (3) The miRNA is hsa-miR-1289 with sequence UGGAGUCCAGGAAUCUGCAUUUU. The protein sequence of the target gene is MAAAAAAPGGGGGEPRGTAGVVPVVPGEVEVVKGQPFDVGPRYTQLQYIGEGAYGMVSSAYDHVRKTRVAIKKISPFEHQTYCQRTLREIQILLRFRHENVIGIRDILRAPTLEAMRDVYIVQDLMETDLYKLLKSQQLSNDHICYFLYQILRGLKYIHSANVLHRDLKPSNLLINTTCDLKICDFGLARIADPEHDHTGFLTEYVATRWYRAPEIMLNSKGYTKSIDIWSVGCILAEMLSNRPIFPGKHYLDQLNHILGILGSPSQEDLNCIINMKARNYLQSLPSKTKVAWAKLFPKS.... Result: 0 (no interaction). (4) The miRNA is hsa-miR-583 with sequence CAAAGAGGAAGGUCCCAUUAC. The protein sequence of the target gene is MLAPLRNAPGREGATSPSPPTDATGSLGEWDVDRNVKTEGWVSKERISKLHRLRMADILSQSETLASQDLSGDFKKPALPVSPAARSKAPASSSSNPEEVQKEGPTALQDSNSGEPDIPPPQPDCGDFRSLQEEQSRPPTAVSSPGGPARAPPYQEPPWGGPATAPYSLETLKGGTILGTRSLKGTSYCLFGRLSGCDVCLEHPSVSRYHAVLQHRASGPDGECDSNGPGFYLYDLGSTHGTFLNKTRIPPRTYCRVHVGHVVRFGGSTRLFILQGPEEDREAESELTVTQLKELRKQQQ.... Result: 1 (interaction). (5) The miRNA is hsa-miR-4719 with sequence UCACAAAUCUAUAAUAUGCAGG. The protein sequence of the target gene is MVAEVCSMPTASTVKKPFDLRSKMGKWCHHRFPCCRGSGKSNMGTSGDHDDSFMKMLRSKMGKCCRHCFPCCRGSGTSNVGTSGDHENSFMKMLRSKMGKWCCHCFPCCRGSGKSNVGAWGDYDHSAFMEPRYHIRREDLDKLHRAAWWGKVPRKDLIVMLRDTDMNKRDKEKRTALHLASANGNSEVVQLLLDRRCQLNVLDNKKRTALIKAIQCQEDECVLMLLEHGADRNIPDEYGNTALHYAIYNEDKLMAKALLLYGADIESKNKCGLTPLLLGVHEQKQQVVKFLIKKKANLNV.... Result: 0 (no interaction). (6) The miRNA is rno-miR-212-3p with sequence UAACAGUCUCCAGUCACGGCCA. The protein sequence of the target gene is MGNSKSGALSKEILEELQLNTKFSEEELCSWYQSFLKDCPTGRITQQQFQSIYAKFFPDTDPKAYAQHVFRSFDSNLDGTLDFKEYVIALHMTTAGKTNQKLEWAFSLYDVDGNGTISKNEVLEIVMAIFKMITPEDVKLLPDDENTPEKRAEKIWKYFGKNDDDKLTEKEFIEGTLANKEILRLIQFEPQKVKEKMKNA. Result: 0 (no interaction). (7) Result: 0 (no interaction). The protein sequence of the target gene is MRSFSGAVWERQVSLGAPSWPAAMGDRIYSLEARAVARSVLARPRRPRAPRPRLRLRGRPGRGRGGLLGAGPREACLATPGPPTPPCSSGTSQTPPAPGQMKSKERHLCSPSDHRRSRSPSQRRSRSRSSSWGRDRRHSDSLKESRHRRSSYSQSKSRSKSLPRQSTSLRQSRTPRRNSGSRGRSRSKSLPKRSKSMEKSQSRSPQKQTGSGAKSRPHGRHCDSIARSPCKSPRAYTSSGSKTQTTKHSHLRSHSRSRSYHHKNSW. The miRNA is mmu-miR-670-5p with sequence AUCCCUGAGUGUAUGUGGUGAA. (8) The miRNA is hsa-miR-330-5p with sequence UCUCUGGGCCUGUGUCUUAGGC. The protein sequence of the target gene is MDSDSCAAAFHPEEYSPTCKRRRTVEDFNKFCTFVLAYAGYIPYPKEELPLRSSPSPANSTAGTIDSDGWDTGFSDITPSVPDRCFSHLQPSLLQRAKPSNYLLDRKTTDKLKKKKRRKRRDSDIPVKEGFRESLLKLEAADPYVETPSSPTMQDIPQASADPCSGWDSDTPSSGSCATVSPDQVTEIKTEGKRTIVRQGKQVVFRDEDSTGNDEDIMVDSDDDSWDLVTCFCMKPFAGRPMIECNECHTWIHLSCAKIRKSNVPEVFVCQKCRDSKFDIRRSNRSRMGSRKLFLD. Result: 0 (no interaction). (9) The miRNA is ssc-miR-34c with sequence AGGCAGUGUAGUUAGCUGAUUGC. The protein sequence of the target gene is MSATRAKKVKMATKSCPECDQQIPVACKSCPCGYIFISRKLLNAKHSEKSPPSTENKHEAKRRRTERVRREKINSTVNKDLENRKRSRSNSHSDHIRRGRGRPKSSSAKKHEEEREKQEKEIDIYANLSDEKAFVFSVALAEINRKIINQRLIL. Result: 0 (no interaction). (10) The miRNA is hsa-miR-4317 with sequence ACAUUGCCAGGGAGUUU. The protein sequence of the target gene is MMPTELTSLIPGMFDDFSYDSTASTDDYMNLNFSSFFCKKNNVRQFASHFLPPLYWLVFIVGTLGNSLVILVYWYCTRVKTMTDMFLLNLAIADLLFLATLPFWAIAAAGQWMFQTFMCKVVNSMYKMNFYSCVLLIMCISVDRYIAIVQAMKAQVWRQKRLLYSKMVCITIWVMAAVLCTPEILYSQVSGESGIATCTMVYPKDKNAKLKSAVLILKVTLGFFLPFMVMAFCYTIIIHTLVQAKKSSKHKALKVTITVLTVFIMSQFPYNSILVVQAVDAYAMFISNCTISTNIDICFQ.... Result: 0 (no interaction).